Binary Classification. Given a drug SMILES string, predict its activity (active/inactive) in a high-throughput screening assay against a specified biological target. From a dataset of KCNQ2 potassium channel screen with 302,405 compounds. (1) The molecule is O=C(Nc1c(N2CCCC2)cccc1)Cc1ccccc1. The result is 1 (active). (2) The compound is S(CC(=O)Nc1noc(c1)C)c1[nH]c(=O)ncc1. The result is 0 (inactive).